From a dataset of NCI-60 drug combinations with 297,098 pairs across 59 cell lines. Regression. Given two drug SMILES strings and cell line genomic features, predict the synergy score measuring deviation from expected non-interaction effect. (1) Synergy scores: CSS=26.4, Synergy_ZIP=1.50, Synergy_Bliss=2.19, Synergy_Loewe=-25.9, Synergy_HSA=0.908. Cell line: OVCAR-8. Drug 2: CN(C)N=NC1=C(NC=N1)C(=O)N. Drug 1: CC12CCC3C(C1CCC2=O)CC(=C)C4=CC(=O)C=CC34C. (2) Drug 1: C1=CC(=CC=C1C#N)C(C2=CC=C(C=C2)C#N)N3C=NC=N3. Drug 2: CC1=C(C(=O)C2=C(C1=O)N3CC4C(C3(C2COC(=O)N)OC)N4)N. Cell line: MDA-MB-435. Synergy scores: CSS=0.0255, Synergy_ZIP=-3.60, Synergy_Bliss=-4.56, Synergy_Loewe=-8.01, Synergy_HSA=-5.07.